This data is from Experimentally validated miRNA-target interactions with 360,000+ pairs, plus equal number of negative samples. The task is: Binary Classification. Given a miRNA mature sequence and a target amino acid sequence, predict their likelihood of interaction. (1) The miRNA is hsa-miR-6840-5p with sequence ACCCCCGGGCAAAGACCUGCAGAU. The protein sequence of the target gene is MEIEKQHVYISTVEVENLSDALFSGDEENGGSEERKTEINGNWIPATSITEAKINAKAKRRLRKNSSRDSGRGDSVSENGETQKAGLVVPTSPKGKVLDRRSRSGKGRGLPKKGGAGGKGVWGTPGQVYDVEEVDIKDPNYDDDQENCVYETVVLPLDERAFEKTLTPIIQEYFEHGDTNEVSEMLKDLNLGEMKYSVPVLAVSLALEGKASHREMTSKLISDLCGTVVSKTDVEKSFDKLLKDLPDLVLDSPRAPQLVGQFIARAVGDGILSSTYIDGYKGTVDSIQARAALDRATVLL.... Result: 0 (no interaction). (2) The miRNA is hsa-miR-410-3p with sequence AAUAUAACACAGAUGGCCUGU. The protein sequence of the target gene is MTKTDPAPMAPPPRGEEEEEEEEDEPVPEAPSPTQERRQKPVVHPSAPAPLPKDYAFTFFDPNDPACQEILFDPQTTIPELFAIVRQWVPQVQHKIDVIGNEILRRGCHVNDRDGLTDMTLLHYACKAGAHGVGDPAAAVRLSQQLLALGADVTLRSRWTNMNALHYAAYFDVPDLVRVLLKGARPRVVNSTCSDFNHGSALHIAASSLCLGAAKCLLEHGANPALRNRKGQVPAEVVPDPMDMSLDKAEAALVAKELRTLLEEAVPLSCALPKVTLPNYDNVPGNLMLSALGLRLGDRV.... Result: 0 (no interaction). (3) The miRNA is hsa-miR-4268 with sequence GGCUCCUCCUCUCAGGAUGUG. The protein sequence of the target gene is MEGSLAGSLAAPDRPQGPERLPGPAPRENIEGGAEAAEGEGGIFRSTRYLPVTKEGPRDILDGRGGISGTPDGRGPWEHPLVQEAGEGILSERRFEDSVIVRTMKPHAELEGSRRFLHHRGEPRLLEKHAQGRPRFDWLQDEDEQGSPQDAGLHLDLPAQPPPLAPFRRVFVPVEDTPKTLDMAVVGGREDLEDLEGLAQPSEWGLPTSASEVATQTWTVNSEASVERLQPLLPPIRTGPYLCELLEEVAEGVASPDEDEDEEPAVFPCIECSIYFKQKEHLLEHMSQHRRAPGQEPPAD.... Result: 1 (interaction). (4) The miRNA is mmu-miR-410-3p with sequence AAUAUAACACAGAUGGCCUGU. The protein sequence of the target gene is MELFYWCLLCLLLPLTSRTQKLPTRDEELFQMQIRDKEFFHDSSVIPDGAEVSSYLFRDTPRRYFFMVEEDNTPLSVTVTPCDAPLEWKLSLQELHEGSSADGSGDPELLDQQKQQMTDVEGTELFSYKGNDVEYFLSSSSPSGLYQLELLSTEKDTHFKVYATTTPESDQPYPELPYDPRVDVTSFGRTTVTLAWKPSPTASILKQPIEYCVVINKEHNFKSLCAAETKMNADDAFMVAPKPGLDFNPFDFAHFGFPTDNLGKDRSLLAKPSPKVGRHVYWRPKVDIQKICIGNKNIFT.... Result: 1 (interaction). (5) The miRNA is hsa-miR-3185 with sequence AGAAGAAGGCGGUCGGUCUGCGG. The protein sequence of the target gene is MANDSPAKSLVDIDLSSLRDPAGIFELVEVVGNGTYGQVYKGRHVKTVTAAIKVMDVTEDEEEEITLEINMLKKYSHHRNIATYYGAFIKKSPPGHDDQLWLVMEFCGAGSITDLVKNTKGNTLKEDWIAYISREILRGLAHLHIHHVIHRDIKGQNVLLTENAEVKLVDFGVSAQLDRTVGRRNTFIGTPYWMAPEVIACDENPDATYDYRSDLWSCGITAIEMAEGGPPLCDMHPMRALFLIPRNPPPRLKSKKWSKKFFSFIEGCLVKNYMQRPSTEQLLKHPFIRDQPNERQVRIQ.... Result: 0 (no interaction). (6) The miRNA is hsa-miR-3195 with sequence CGCGCCGGGCCCGGGUU. The protein sequence of the target gene is MNSQQQKQPCTPPPQPQQQQVKQPCQPPPQEPCIPKTKEPCHPKVPEPCHPKVPEPCQPKVPEPCQPKVPEPCPSTVTPAPAQQKTKQK. Result: 0 (no interaction).